From a dataset of Peptide-MHC class II binding affinity with 134,281 pairs from IEDB. Regression. Given a peptide amino acid sequence and an MHC pseudo amino acid sequence, predict their binding affinity value. This is MHC class II binding data. (1) The binding affinity (normalized) is 0.243. The MHC is DRB1_1302 with pseudo-sequence DRB1_1302. The peptide sequence is TWAYHGSYEVKATGSA. (2) The MHC is DRB1_0701 with pseudo-sequence DRB1_0701. The peptide sequence is AVWVDGKARTAWVDS. The binding affinity (normalized) is 0.371. (3) The peptide sequence is YDKFLHNVSTVLTGK. The MHC is DRB1_0101 with pseudo-sequence DRB1_0101. The binding affinity (normalized) is 0.860.